This data is from Full USPTO retrosynthesis dataset with 1.9M reactions from patents (1976-2016). The task is: Predict the reactants needed to synthesize the given product. (1) Given the product [Cl:27][C:12]1[N:11]([CH2:10][CH2:9][C:3]2[CH:4]=[CH:5][C:6]([Cl:8])=[CH:7][C:2]=2[Cl:1])[C:20](=[O:21])[C:19]2[C:14](=[CH:15][C:16]([N+:22]([O-:24])=[O:23])=[CH:17][CH:18]=2)[N:13]=1, predict the reactants needed to synthesize it. The reactants are: [Cl:1][C:2]1[CH:7]=[C:6]([Cl:8])[CH:5]=[CH:4][C:3]=1[CH2:9][CH2:10][N:11]1[C:20](=[O:21])[C:19]2[C:14](=[CH:15][C:16]([N+:22]([O-:24])=[O:23])=[CH:17][CH:18]=2)[NH:13][C:12]1=O.P(Cl)(Cl)(Cl)(Cl)[Cl:27]. (2) Given the product [OH:49][C:40]([CH2:39][CH2:38][CH2:37][CH2:36][C@H:7]1[C@@H:6]2[C@@H:11]([NH:13][C:3]([NH:5]2)=[O:4])[CH2:27][S:26]1)=[O:41], predict the reactants needed to synthesize it. The reactants are: C([C@H](N)C(O)=O)C[C:3]([NH:5][C@H:6]([C:11]([NH:13]CC(O)=O)=O)[CH2:7]SN=O)=[O:4].CS(=O)([S:26][CH3:27])=O.CCCCCCC[CH2:36][CH2:37][CH2:38][CH2:39][CH2:40][O:41]S([O-])(=O)=O.[Na+].CC(C)=[O:49]. (3) Given the product [Br:1][C:2]1[C:10]2[C:9]([NH2:26])=[N:8][CH:7]=[N:6][C:5]=2[N:4]([C@H:12]2[CH2:15][C@@H:14]([CH2:16][N:17]3[CH2:22][CH2:21][S:20](=[O:24])(=[O:23])[CH2:19][CH2:18]3)[CH2:13]2)[CH:3]=1, predict the reactants needed to synthesize it. The reactants are: [Br:1][C:2]1[C:10]2[C:9](Cl)=[N:8][CH:7]=[N:6][C:5]=2[N:4]([C@H:12]2[CH2:15][C@@H:14]([CH2:16][N:17]3[CH2:22][CH2:21][S:20](=[O:24])(=[O:23])[CH2:19][CH2:18]3)[CH2:13]2)[CH:3]=1.[OH-].[NH4+:26]. (4) Given the product [Cl:18][C:19]1[CH:20]=[C:21]([NH:26][C:27]([NH:2][NH:1][C:3]2[CH:12]=[C:11]([CH:13]([CH3:14])[CH3:15])[C:10]3[C:5](=[C:6]([CH3:17])[CH:7]=[CH:8][C:9]=3[CH3:16])[N:4]=2)=[O:28])[CH:22]=[C:23]([Cl:25])[CH:24]=1, predict the reactants needed to synthesize it. The reactants are: [NH:1]([C:3]1[CH:12]=[C:11]([CH:13]([CH3:15])[CH3:14])[C:10]2[C:5](=[C:6]([CH3:17])[CH:7]=[CH:8][C:9]=2[CH3:16])[N:4]=1)[NH2:2].[Cl:18][C:19]1[CH:20]=[C:21]([N:26]=[C:27]=[O:28])[CH:22]=[C:23]([Cl:25])[CH:24]=1. (5) Given the product [OH:4][C:5]1[CH:31]=[CH:30][C:8]([C:9](=[O:10])[CH2:11][CH2:12][C:13]([C:15]2[CH:16]=[CH:17][C:18]([C:19]([OH:21])=[O:20])=[CH:23][CH:24]=2)=[O:14])=[CH:7][CH:6]=1, predict the reactants needed to synthesize it. The reactants are: C([O:4][C:5]1[CH:31]=[CH:30][C:8]([C:9]([CH:11](C(OCC)=O)[CH2:12][C:13]([C:15]2[CH:24]=[CH:23][C:18]([C:19]([O:21]C)=[O:20])=[CH:17][CH:16]=2)=[O:14])=[O:10])=[CH:7][CH:6]=1)(=O)C.[OH-].[Na+]. (6) Given the product [CH:11]([C:7]1[CH:8]=[CH:9][CH:10]=[C:4]([CH:1]([CH3:3])[CH3:2])[C:5]=1[NH:6][C:23](=[NH:24])[C:22]1[CH:25]=[C:26]([CH3:28])[CH:27]=[C:20]([O:19][CH3:18])[CH:21]=1)([CH3:13])[CH3:12], predict the reactants needed to synthesize it. The reactants are: [CH:1]([C:4]1[CH:10]=[CH:9][CH:8]=[C:7]([CH:11]([CH3:13])[CH3:12])[C:5]=1[NH2:6])([CH3:3])[CH3:2].C[Al](C)C.[CH3:18][O:19][C:20]1[CH:21]=[C:22]([CH:25]=[C:26]([CH3:28])[CH:27]=1)[C:23]#[N:24].ClCCl.CO.